Dataset: Reaction yield outcomes from USPTO patents with 853,638 reactions. Task: Predict the reaction yield, written as a fraction of the theoretical maximum amount of product (1.0 means a 100% yield; for example, 0.34 means a 34% yield). (1) The reactants are [Cl:1][C:2]1[CH:10]=[C:9]2[C:5]([C:6]([C:11](=[O:16])[C:12]([F:15])([F:14])[F:13])=[CH:7][NH:8]2)=[CH:4][CH:3]=1.C(=O)([O-])[O-].[Cs+].[Cs+].[F:23][C:24]1[CH:25]=[C:26]([CH:29]=[C:30]([F:32])[CH:31]=1)[CH2:27]Br.O. The catalyst is C(#N)C. The product is [Cl:1][C:2]1[CH:10]=[C:9]2[C:5]([C:6]([C:11](=[O:16])[C:12]([F:13])([F:14])[F:15])=[CH:7][N:8]2[CH2:27][C:26]2[CH:25]=[C:24]([F:23])[CH:31]=[C:30]([F:32])[CH:29]=2)=[CH:4][CH:3]=1. The yield is 0.640. (2) The reactants are [N+:1]([C:4]1[C:5](O)=[N:6][CH:7]=[C:8]([C:10]([F:13])([F:12])[F:11])[CH:9]=1)([O-:3])=[O:2].P(Cl)(Cl)([Cl:17])=O.O. The catalyst is C(#N)C.[Cl-].C([N+](C)(C)C)C1C=CC=CC=1. The product is [Cl:17][C:5]1[C:4]([N+:1]([O-:3])=[O:2])=[CH:9][C:8]([C:10]([F:13])([F:12])[F:11])=[CH:7][N:6]=1. The yield is 0.920. (3) The reactants are [Cr](O[Cr]([O-])(=O)=O)([O-])(=O)=O.[NH+]1C=CC=C[CH:11]=1.[NH+]1C=CC=CC=1.[CH3:22][C:23]([C:26]1[CH:27]=[C:28]([S:32]([N:35]2[C:43]3[C:38](=[CH:39][C:40]([C:44]([F:47])([F:46])[F:45])=[CH:41][CH:42]=3)[CH:37]=[C:36]2[CH:48]([OH:57])[C:49]2[S:53][C:52]([C:54]([OH:56])=[O:55])=[CH:51][CH:50]=2)(=[O:34])=[O:33])[CH:29]=[CH:30][CH:31]=1)([CH3:25])[CH3:24]. The catalyst is ClCCl. The product is [CH3:11][O:55][C:54]([C:52]1[S:53][C:49]([C:48]([C:36]2[N:35]([S:32]([C:28]3[CH:29]=[CH:30][CH:31]=[C:26]([C:23]([CH3:22])([CH3:24])[CH3:25])[CH:27]=3)(=[O:34])=[O:33])[C:43]3[C:38]([CH:37]=2)=[CH:39][C:40]([C:44]([F:45])([F:46])[F:47])=[CH:41][CH:42]=3)=[O:57])=[CH:50][CH:51]=1)=[O:56]. The yield is 0.930. (4) The reactants are [NH2:1][C:2]1[CH:17]=[CH:16][CH:15]=[CH:14][C:3]=1[C:4]([NH:6][C:7]1[CH:12]=[CH:11][C:10]([Cl:13])=[CH:9][CH:8]=1)=[O:5].[N:18]1([C:24]2[CH:31]=[CH:30][C:27]([CH:28]=O)=[CH:26][N:25]=2)[CH2:23][CH2:22][CH2:21][CH2:20][CH2:19]1. The catalyst is CCO. The product is [Cl:13][C:10]1[CH:11]=[CH:12][C:7]([N:6]2[C:4](=[O:5])[C:3]3[C:2](=[CH:17][CH:16]=[CH:15][CH:14]=3)[N:1]=[C:28]2[C:27]2[CH:26]=[N:25][C:24]([N:18]3[CH2:23][CH2:22][CH2:21][CH2:20][CH2:19]3)=[CH:31][CH:30]=2)=[CH:8][CH:9]=1. The yield is 0.350. (5) The reactants are Cl[C:2]1[N:7]=[CH:6][N:5]=[C:4]([NH2:8])[C:3]=1[C:9]1[N:13]([CH3:14])[N:12]=[CH:11][N:10]=1.[NH2:15][C@H:16]([C:19]1[N:28]([C:29]2[CH:34]=[CH:33][CH:32]=[CH:31][CH:30]=2)[C:27](=[O:35])[C:26]2[C:21](=[CH:22][CH:23]=[CH:24][C:25]=2[Cl:36])[N:20]=1)[CH2:17][CH3:18].C(N(CC)C(C)C)(C)C. The product is [NH2:8][C:4]1[N:5]=[CH:6][N:7]=[C:2]([NH:15][C@H:16]([C:19]2[N:28]([C:29]3[CH:30]=[CH:31][CH:32]=[CH:33][CH:34]=3)[C:27](=[O:35])[C:26]3[C:21](=[CH:22][CH:23]=[CH:24][C:25]=3[Cl:36])[N:20]=2)[CH2:17][CH3:18])[C:3]=1[C:9]1[N:13]([CH3:14])[N:12]=[CH:11][N:10]=1. No catalyst specified. The yield is 0.220. (6) The reactants are [CH3:1][C:2]1[CH:6]=[C:5]([CH3:7])[N:4]([CH2:8][CH2:9][OH:10])[N:3]=1.C(N(CC)CC)C.[CH3:18][C:19]1[CH:24]=[CH:23][C:22]([S:25](Cl)(=[O:27])=[O:26])=[CH:21][CH:20]=1. The catalyst is CC#N. The product is [CH3:18][C:19]1[CH:24]=[CH:23][C:22]([S:25]([O:10][CH2:9][CH2:8][N:4]2[C:5]([CH3:7])=[CH:6][C:2]([CH3:1])=[N:3]2)(=[O:27])=[O:26])=[CH:21][CH:20]=1. The yield is 0.460. (7) The reactants are [Br:1][C:2]1[CH:7]=[CH:6][C:5]([CH:8]2[CH2:11][C:10](=O)[CH2:9]2)=[CH:4][CH:3]=1.[CH3:13][C@@H:14]1[CH2:18][CH2:17][CH2:16][NH:15]1. The catalyst is C(O)C.C1(C)C=CC=CC=1. The product is [Br:1][C:2]1[CH:7]=[CH:6][C:5]([C@@H:8]2[CH2:11][C@H:10]([N:15]3[CH2:16][CH2:17][CH2:18][C@H:14]3[CH3:13])[CH2:9]2)=[CH:4][CH:3]=1. The yield is 0.520.